The task is: Regression. Given two drug SMILES strings and cell line genomic features, predict the synergy score measuring deviation from expected non-interaction effect.. This data is from NCI-60 drug combinations with 297,098 pairs across 59 cell lines. (1) Drug 1: C1=CC(=C2C(=C1NCCNCCO)C(=O)C3=C(C=CC(=C3C2=O)O)O)NCCNCCO. Drug 2: C1=CC(=CC=C1CCCC(=O)O)N(CCCl)CCCl. Cell line: TK-10. Synergy scores: CSS=41.8, Synergy_ZIP=1.02, Synergy_Bliss=0.613, Synergy_Loewe=-7.40, Synergy_HSA=4.58. (2) Drug 1: C1CN(CCN1C(=O)CCBr)C(=O)CCBr. Drug 2: B(C(CC(C)C)NC(=O)C(CC1=CC=CC=C1)NC(=O)C2=NC=CN=C2)(O)O. Cell line: NCI-H226. Synergy scores: CSS=0.822, Synergy_ZIP=-3.88, Synergy_Bliss=-2.89, Synergy_Loewe=-32.3, Synergy_HSA=-9.36. (3) Cell line: UACC62. Drug 2: N.N.Cl[Pt+2]Cl. Drug 1: CC1=C(C(CCC1)(C)C)C=CC(=CC=CC(=CC(=O)O)C)C. Synergy scores: CSS=33.9, Synergy_ZIP=-3.79, Synergy_Bliss=-5.72, Synergy_Loewe=-12.7, Synergy_HSA=-5.17. (4) Drug 2: CC(C)CN1C=NC2=C1C3=CC=CC=C3N=C2N. Synergy scores: CSS=49.0, Synergy_ZIP=-3.50, Synergy_Bliss=-4.88, Synergy_Loewe=-9.40, Synergy_HSA=-5.39. Cell line: M14. Drug 1: CC1=C(C(=O)C2=C(C1=O)N3CC4C(C3(C2COC(=O)N)OC)N4)N. (5) Drug 1: C1CCN(CC1)CCOC2=CC=C(C=C2)C(=O)C3=C(SC4=C3C=CC(=C4)O)C5=CC=C(C=C5)O. Drug 2: CS(=O)(=O)OCCCCOS(=O)(=O)C. Cell line: LOX IMVI. Synergy scores: CSS=-0.362, Synergy_ZIP=-3.84, Synergy_Bliss=-4.65, Synergy_Loewe=-5.34, Synergy_HSA=-5.33. (6) Drug 1: C1=CC(=CC=C1CC(C(=O)O)N)N(CCCl)CCCl.Cl. Drug 2: CCC1=C2CN3C(=CC4=C(C3=O)COC(=O)C4(CC)O)C2=NC5=C1C=C(C=C5)O. Cell line: HOP-92. Synergy scores: CSS=42.9, Synergy_ZIP=-7.50, Synergy_Bliss=-2.77, Synergy_Loewe=-30.7, Synergy_HSA=0.159. (7) Drug 1: C1=CC=C(C=C1)NC(=O)CCCCCCC(=O)NO. Drug 2: C1CN(CCN1C(=O)CCBr)C(=O)CCBr. Cell line: HOP-62. Synergy scores: CSS=11.8, Synergy_ZIP=-1.35, Synergy_Bliss=7.83, Synergy_Loewe=3.55, Synergy_HSA=5.74. (8) Drug 1: CN(C)C1=NC(=NC(=N1)N(C)C)N(C)C. Drug 2: CCCS(=O)(=O)NC1=C(C(=C(C=C1)F)C(=O)C2=CNC3=C2C=C(C=N3)C4=CC=C(C=C4)Cl)F. Cell line: RXF 393. Synergy scores: CSS=2.20, Synergy_ZIP=-1.58, Synergy_Bliss=1.19, Synergy_Loewe=-9.19, Synergy_HSA=-1.87.